From a dataset of Forward reaction prediction with 1.9M reactions from USPTO patents (1976-2016). Predict the product of the given reaction. (1) Given the reactants [C:1]([NH:4][C:5]1[CH:10]=[CH:9][C:8]([CH:11]=[CH:12][C:13]([O:15][CH2:16][CH3:17])=[O:14])=[CH:7][CH:6]=1)(=[O:3])[CH3:2], predict the reaction product. The product is: [C:1]([NH:4][C:5]1[CH:10]=[CH:9][C:8]([CH2:11][CH2:12][C:13]([O:15][CH2:16][CH3:17])=[O:14])=[CH:7][CH:6]=1)(=[O:3])[CH3:2]. (2) Given the reactants [CH3:1][NH:2][CH2:3][CH2:4][NH:5][CH3:6].CN(C)C.[C:11](Cl)([C:24]1[CH:29]=[CH:28][CH:27]=[CH:26][CH:25]=1)([C:18]1[CH:23]=[CH:22][CH:21]=[CH:20][CH:19]=1)[C:12]1[CH:17]=[CH:16][CH:15]=[CH:14][CH:13]=1, predict the reaction product. The product is: [C:11]([N:2]([CH3:1])[CH2:3][CH2:4][NH:5][CH3:6])([C:24]1[CH:29]=[CH:28][CH:27]=[CH:26][CH:25]=1)([C:18]1[CH:23]=[CH:22][CH:21]=[CH:20][CH:19]=1)[C:12]1[CH:17]=[CH:16][CH:15]=[CH:14][CH:13]=1. (3) Given the reactants [NH2:1][C@@H:2]1[CH2:6][N:5]([C:7](=[O:27])[C@@H:8]([NH:13][C:14](=[O:26])[C@@H:15]([N:17]([CH3:25])[C:18](=[O:24])[O:19][C:20]([CH3:23])([CH3:22])[CH3:21])[CH3:16])[C:9]([CH3:12])([CH3:11])[CH3:10])[C@H:4]([C:28](=[O:40])[NH:29][C@H:30]2[C:39]3[C:34](=[CH:35][CH:36]=[CH:37][CH:38]=3)[CH2:33][CH2:32][CH2:31]2)[CH2:3]1.C[O:42][C:43]([C:45]1[CH:53]=[CH:52][C:48]([C:49](O)=[O:50])=[CH:47][CH:46]=1)=[O:44], predict the reaction product. The product is: [C:20]([O:19][C:18]([N:17]([CH3:25])[C@@H:15]([CH3:16])[C:14]([NH:13][C@@H:8]([C:9]([CH3:11])([CH3:12])[CH3:10])[C:7]([N:5]1[C@H:4]([C:28](=[O:40])[NH:29][C@H:30]2[C:39]3[C:34](=[CH:35][CH:36]=[CH:37][CH:38]=3)[CH2:33][CH2:32][CH2:31]2)[CH2:3][C@H:2]([NH:1][C:49]([C:48]2[CH:52]=[CH:53][C:45]([C:43]([OH:44])=[O:42])=[CH:46][CH:47]=2)=[O:50])[CH2:6]1)=[O:27])=[O:26])=[O:24])([CH3:21])([CH3:22])[CH3:23]. (4) Given the reactants [F:1][C:2]1[CH:10]=[CH:9][CH:8]=[C:7]([F:11])[C:3]=1[C:4]([OH:6])=O.[CH3:12][C:13]1[N:14]=[C:15]([NH2:24])[S:16][C:17]=1[CH2:18][CH2:19][O:20][N+:21]([O-:23])=[O:22], predict the reaction product. The product is: [F:11][C:7]1[CH:8]=[CH:9][CH:10]=[C:2]([F:1])[C:3]=1[C:4]([NH:24][C:15]1[S:16][C:17]([CH2:18][CH2:19][O:20][N+:21]([O-:23])=[O:22])=[C:13]([CH3:12])[N:14]=1)=[O:6].